Dataset: Reaction yield outcomes from USPTO patents with 853,638 reactions. Task: Predict the reaction yield, written as a fraction of the theoretical maximum amount of product (1.0 means a 100% yield; for example, 0.34 means a 34% yield). The reactants are CC1(C)C(C)(C)OB([C:9]2[CH:10]=[N:11][N:12]([CH:14]3[CH2:19][CH2:18][N:17]([C:20]([O:22][C:23]([CH3:26])([CH3:25])[CH3:24])=[O:21])[CH2:16][CH2:15]3)[CH:13]=2)O1.[F:28][C:29]1[CH:30]=[C:31]([NH:55]C(C2C(=O)N(C3C=CC(F)=CC=3)N=CC=2)=O)[CH:32]=[CH:33][C:34]=1[O:35][C:36]1[CH:41]=[CH:40][N:39]=[C:38]2[N:42]([CH2:46][C:47]3[CH:52]=[CH:51][C:50]([O:53][CH3:54])=[CH:49][CH:48]=3)[N:43]=[C:44](I)[C:37]=12.C(=O)([O-])[O-].[K+].[K+]. The catalyst is C1C=CC([P]([Pd]([P](C2C=CC=CC=2)(C2C=CC=CC=2)C2C=CC=CC=2)([P](C2C=CC=CC=2)(C2C=CC=CC=2)C2C=CC=CC=2)[P](C2C=CC=CC=2)(C2C=CC=CC=2)C2C=CC=CC=2)(C2C=CC=CC=2)C2C=CC=CC=2)=CC=1. The product is [NH2:55][C:31]1[CH:32]=[CH:33][C:34]([O:35][C:36]2[CH:41]=[CH:40][N:39]=[C:38]3[N:42]([CH2:46][C:47]4[CH:52]=[CH:51][C:50]([O:53][CH3:54])=[CH:49][CH:48]=4)[N:43]=[C:44]([C:9]4[CH:10]=[N:11][N:12]([CH:14]5[CH2:15][CH2:16][N:17]([C:20]([O:22][C:23]([CH3:24])([CH3:25])[CH3:26])=[O:21])[CH2:18][CH2:19]5)[CH:13]=4)[C:37]=23)=[C:29]([F:28])[CH:30]=1. The yield is 0.320.